This data is from Forward reaction prediction with 1.9M reactions from USPTO patents (1976-2016). The task is: Predict the product of the given reaction. Given the reactants [CH3:1][N:2]([CH3:25])[C:3]([C:5]1[N:9]([C:10]2[CH:15]=[CH:14][C:13]([O:16][CH3:17])=[CH:12][CH:11]=2)[C:8]([C:18]([O:20][CH2:21][CH3:22])=[O:19])=[C:7]([OH:23])[C:6]=1[OH:24])=[O:4].[C:26](OC(=O)C)(=[O:28])[CH3:27].[CH3:33][C:34]([O-])=[O:35].[Na+], predict the reaction product. The product is: [C:26]([O:24][C:6]1[C:7]([O:23][C:34](=[O:35])[CH3:33])=[C:8]([C:18]([O:20][CH2:21][CH3:22])=[O:19])[N:9]([C:10]2[CH:11]=[CH:12][C:13]([O:16][CH3:17])=[CH:14][CH:15]=2)[C:5]=1[C:3](=[O:4])[N:2]([CH3:1])[CH3:25])(=[O:28])[CH3:27].